This data is from Catalyst prediction with 721,799 reactions and 888 catalyst types from USPTO. The task is: Predict which catalyst facilitates the given reaction. (1) Reactant: [N:1]1[CH:2]=[CH:3][N:4]2[C:9]=1[CH:8]=[CH:7][C:6]([N:10]([C:19]([O:21]CC(Cl)(Cl)Cl)=O)C(OCC(Cl)(Cl)Cl)=O)=[N:5]2.[C:27]1([C:33]2[N:37]=[C:36]([N:38]3[CH2:43][CH2:42][NH:41][CH2:40][CH2:39]3)[S:35][N:34]=2)[CH:32]=[CH:31][CH:30]=[CH:29][CH:28]=1.C(N(C(C)C)CC)(C)C.O. Product: [N:1]1[CH:2]=[CH:3][N:4]2[C:9]=1[CH:8]=[CH:7][C:6]([NH:10][C:19]([N:41]1[CH2:42][CH2:43][N:38]([C:36]3[S:35][N:34]=[C:33]([C:27]4[CH:32]=[CH:31][CH:30]=[CH:29][CH:28]=4)[N:37]=3)[CH2:39][CH2:40]1)=[O:21])=[N:5]2. The catalyst class is: 16. (2) Reactant: C[Si](C)(C)CC[C:5]1([C:36]([O-:38])=[O:37])[CH:10]([CH3:11])[N:9]([C:12]2[CH:17]=[CH:16][CH:15]=[C:14]([C:18]([F:21])([F:20])[F:19])[CH:13]=2)[C:8]([NH2:22])=[C:7]([C:23]([O:25][CH2:26][CH3:27])=[O:24])[CH:6]1[C:28]1[CH:33]=[CH:32][C:31]([C:34]#[N:35])=[CH:30][CH:29]=1. Product: [NH2:22][C:8]1[N:9]([C:12]2[CH:17]=[CH:16][CH:15]=[C:14]([C:18]([F:21])([F:20])[F:19])[CH:13]=2)[C:10]([CH3:11])=[C:5]([C:36]([OH:38])=[O:37])[CH:6]([C:28]2[CH:29]=[CH:30][C:31]([C:34]#[N:35])=[CH:32][CH:33]=2)[C:7]=1[C:23]([O:25][CH2:26][CH3:27])=[O:24]. The catalyst class is: 7. (3) Reactant: [OH:1][C:2]1[CH:3]=[C:4]([CH:9]=[C:10]([OH:13])[C:11]=1[CH3:12])[C:5]([O:7][CH3:8])=[O:6].C(=O)([O-])[O-].[K+].[K+].[CH2:20](Br)[C:21]1[CH:26]=[CH:25][CH:24]=[CH:23][CH:22]=1. Product: [CH2:20]([O:1][C:2]1[CH:3]=[C:4]([CH:9]=[C:10]([OH:13])[C:11]=1[CH3:12])[C:5]([O:7][CH3:8])=[O:6])[C:21]1[CH:26]=[CH:25][CH:24]=[CH:23][CH:22]=1. The catalyst class is: 3. (4) Reactant: [C:1]([O:10]C)(=O)[C:2]1[C:3](=[CH:5][CH:6]=[CH:7][CH:8]=1)[SH:4].[C:12]([C:14]1[N:19]=[C:18]([C:20]([O:22][CH2:23][CH3:24])=[O:21])[CH:17]=[CH:16][CH:15]=1)#[N:13].C(N(CC)CC)C. Product: [O:10]=[C:1]1[C:2]2[CH:8]=[CH:7][CH:6]=[CH:5][C:3]=2[S:4][C:12]([C:14]2[N:19]=[C:18]([C:20]([O:22][CH2:23][CH3:24])=[O:21])[CH:17]=[CH:16][CH:15]=2)=[N:13]1. The catalyst class is: 11. (5) Reactant: [C:1]([CH2:4][CH2:5][CH2:6][C:7]1[CH:15]=[CH:14][CH:13]=[CH:12][C:8]=1[C:9]([OH:11])=[O:10])([OH:3])=O.CCN(C(C)C)C(C)C.CN(C(ON1N=NC2C=CC=NC1=2)=[N+](C)C)C.F[P-](F)(F)(F)(F)F.C([O:51][C:52](=[O:64])[CH2:53][C@H:54]([NH2:63])[CH2:55][C:56]1[CH:61]=[CH:60][CH:59]=[CH:58][C:57]=1[Cl:62])C. Product: [C:52]([CH2:53][C@H:54]([NH:63][C:1]([CH2:4][CH2:5][CH2:6][C:7]1[CH:15]=[CH:14][CH:13]=[CH:12][C:8]=1[C:9]([OH:11])=[O:10])=[O:3])[CH2:55][C:56]1[CH:61]=[CH:60][CH:59]=[CH:58][C:57]=1[Cl:62])([OH:64])=[O:51]. The catalyst class is: 2. (6) Product: [Cl:1][C:2]1[CH:10]=[C:9]([CH:11]([CH3:13])[CH3:12])[C:5]([C:6]([OH:8])=[O:7])=[CH:4][N:3]=1. Reactant: [Cl:1][C:2]1[CH:10]=[CH:9][C:5]([C:6]([OH:8])=[O:7])=[CH:4][N:3]=1.[CH:11]([Mg]Cl)([CH3:13])[CH3:12].CO.ClC1C(=O)C(C#N)=C(C#N)C(=O)C=1Cl. The catalyst class is: 7.